This data is from Catalyst prediction with 721,799 reactions and 888 catalyst types from USPTO. The task is: Predict which catalyst facilitates the given reaction. Reactant: [CH2:1]([O:3][C:4](=[O:31])/[C:5](/[C:17]([CH:19]1[CH2:24][CH2:23][CH:22]([C:25]2[CH:30]=[CH:29][CH:28]=[CH:27][CH:26]=2)[CH2:21][CH2:20]1)=[O:18])=[CH:6]\[C:7]1[CH:12]=[CH:11][CH:10]=[C:9]([C:13]([F:16])([F:15])[F:14])[CH:8]=1)[CH3:2]. Product: [CH2:1]([O:3][C:4](=[O:31])[CH:5]([CH2:6][C:7]1[CH:12]=[CH:11][CH:10]=[C:9]([C:13]([F:15])([F:16])[F:14])[CH:8]=1)[C:17](=[O:18])[CH:19]1[CH2:24][CH2:23][CH:22]([C:25]2[CH:26]=[CH:27][CH:28]=[CH:29][CH:30]=2)[CH2:21][CH2:20]1)[CH3:2]. The catalyst class is: 29.